From a dataset of Reaction yield outcomes from USPTO patents with 853,638 reactions. Predict the reaction yield, written as a fraction of the theoretical maximum amount of product (1.0 means a 100% yield; for example, 0.34 means a 34% yield). (1) The reactants are [CH3:1][NH:2][C:3]([C:5]1[CH:6]=[C:7]([CH:18]=[CH:19][CH:20]=1)[O:8][C:9]1[CH:14]=[CH:13][C:12]([N+:15]([O-])=O)=[CH:11][CH:10]=1)=[O:4]. The catalyst is CCOC(C)=O.[Pd]. The product is [CH3:1][NH:2][C:3]([C:5]1[CH:6]=[C:7]([CH:18]=[CH:19][CH:20]=1)[O:8][C:9]1[CH:14]=[CH:13][C:12]([NH2:15])=[CH:11][CH:10]=1)=[O:4]. The yield is 0.560. (2) The reactants are [C:1]1([C:29]2[CH:34]=[CH:33][CH:32]=[CH:31][CH:30]=2)[CH:6]=[CH:5][C:4]([CH2:7][N:8]2[CH:16]=[C:15]3[C:10]([N:11](CC4C=CC(OC)=CC=4)[C:12](=[O:19])[N:13]([CH3:18])[C:14]3=[O:17])=[N:9]2)=[CH:3][CH:2]=1.C(O)(C(F)(F)F)=O.FC(F)(F)S(O)(=O)=O. The catalyst is C(Cl)Cl. The product is [C:1]1([C:29]2[CH:34]=[CH:33][CH:32]=[CH:31][CH:30]=2)[CH:2]=[CH:3][C:4]([CH2:7][N:8]2[CH:16]=[C:15]3[C:10]([NH:11][C:12](=[O:19])[N:13]([CH3:18])[C:14]3=[O:17])=[N:9]2)=[CH:5][CH:6]=1. The yield is 1.00. (3) The reactants are [CH:1]1([CH:4]([NH2:8])[CH2:5][O:6][CH3:7])[CH2:3][CH2:2]1.C([O-])([O-])=O.[Na+].[Na+].[C:15](Cl)([O:17][CH2:18][C:19]1[CH:24]=[CH:23][CH:22]=[CH:21][CH:20]=1)=[O:16]. The catalyst is C(Cl)Cl.O.O. The product is [CH:1]1([CH:4]([NH:8][C:15](=[O:16])[O:17][CH2:18][C:19]2[CH:24]=[CH:23][CH:22]=[CH:21][CH:20]=2)[CH2:5][O:6][CH3:7])[CH2:3][CH2:2]1. The yield is 0.780. (4) The reactants are [CH2:1]([C@@H:3]1[CH2:8][CH2:7][C@H:6]([O:9][C:10]2[C:11]([C:34]([F:37])([F:36])[F:35])=[C:12]3[C:17](=[CH:18][CH:19]=2)[N:16]=[C:15]([NH:20][CH:21]2[CH:26]4[CH2:27][CH2:28][CH2:29][CH:22]2[CH2:23][CH:24]([C:30]([O:32]C)=[O:31])[CH2:25]4)[CH:14]=[CH:13]3)[CH2:5][CH2:4]1)[CH3:2].[OH-].[Na+].O.Cl. The catalyst is CO. The product is [CH2:1]([C@@H:3]1[CH2:4][CH2:5][C@H:6]([O:9][C:10]2[C:11]([C:34]([F:37])([F:35])[F:36])=[C:12]3[C:17](=[CH:18][CH:19]=2)[N:16]=[C:15]([NH:20][CH:21]2[CH:22]4[CH2:29][CH2:28][CH2:27][CH:26]2[CH2:25][CH:24]([C:30]([OH:32])=[O:31])[CH2:23]4)[CH:14]=[CH:13]3)[CH2:7][CH2:8]1)[CH3:2]. The yield is 0.520. (5) The yield is 0.650. The catalyst is C(O)C. The reactants are [CH2:1]([O:3][C:4]1[CH:9]=[C:8]([F:10])[CH:7]=[CH:6][C:5]=1[C:11]1[S:19][C:18]2[C:17]([NH:20][NH2:21])=[N:16][CH:15]=[N:14][C:13]=2[C:12]=1[OH:22])[CH3:2].[CH2:23]([N:25]([CH2:41][CH3:42])[CH2:26][CH2:27][O:28][C:29]1[C:36]([O:37][CH3:38])=[CH:35][C:32]([CH:33]=O)=[CH:31][C:30]=1[O:39][CH3:40])[CH3:24]. The product is [CH2:1]([O:3][C:4]1[CH:9]=[C:8]([F:10])[CH:7]=[CH:6][C:5]=1[C:11]1[S:19][C:18]2[C:17]([NH:20][N:21]=[CH:33][C:32]3[CH:31]=[C:30]([O:39][CH3:40])[C:29]([O:28][CH2:27][CH2:26][N:25]([CH2:23][CH3:24])[CH2:41][CH3:42])=[C:36]([O:37][CH3:38])[CH:35]=3)=[N:16][CH:15]=[N:14][C:13]=2[C:12]=1[OH:22])[CH3:2].